This data is from Catalyst prediction with 721,799 reactions and 888 catalyst types from USPTO. The task is: Predict which catalyst facilitates the given reaction. (1) The catalyst class is: 1. Product: [CH3:11][C:9]1[CH:10]=[C:5]([C:4](=[O:13])[CH2:15][C:16]2[CH:21]=[CH:20][CH:19]=[CH:18][CH:17]=2)[CH:6]=[C:7]([CH3:12])[N:8]=1. Reactant: CON(C)[C:4](=[O:13])[C:5]1[CH:10]=[C:9]([CH3:11])[N:8]=[C:7]([CH3:12])[CH:6]=1.[CH2:15](Br)[C:16]1[CH:21]=[CH:20][CH:19]=[CH:18][CH:17]=1.[Li]CCCC.[NH4+].[Cl-]. (2) Reactant: [C:1]([O:5][C:6](=[O:26])[CH2:7][C:8]1[CH:23]=[CH:22][C:11]([O:12][C:13]2[CH:21]=[CH:20][C:16]([C:17](O)=[O:18])=[CH:15][CH:14]=2)=[C:10]([C:24]#[N:25])[CH:9]=1)([CH3:4])([CH3:3])[CH3:2].[Cl:27][C:28]1[CH:33]=[CH:32][C:31]([CH2:34][CH2:35][NH2:36])=[CH:30][CH:29]=1.C(NC(C)C)(C)C.CN(C(ON1N=NC2C=CC=CC1=2)=[N+](C)C)C.F[P-](F)(F)(F)(F)F. Product: [Cl:27][C:28]1[CH:33]=[CH:32][C:31]([CH2:34][CH2:35][NH:36][C:17]([C:16]2[CH:15]=[CH:14][C:13]([O:12][C:11]3[CH:22]=[CH:23][C:8]([CH2:7][C:6]([O:5][C:1]([CH3:4])([CH3:2])[CH3:3])=[O:26])=[CH:9][C:10]=3[C:24]#[N:25])=[CH:21][CH:20]=2)=[O:18])=[CH:30][CH:29]=1. The catalyst class is: 18. (3) Reactant: Cl[C:2]1[C:3]2[C:4](=[CH:13][N:14](CC3C=CC(OC)=CC=3)[N:15]=2)[N:5]=[C:6]([C:8]2[N:9]=[CH:10][O:11][CH:12]=2)[N:7]=1.[NH2:25][C:26]1[CH:35]=[C:34]2[C:29]([CH2:30][CH2:31][C:32](=[O:36])[NH:33]2)=[CH:28][CH:27]=1.Cl. Product: [O:11]1[CH:12]=[C:8]([C:6]2[N:7]=[C:2]([NH:25][C:26]3[CH:35]=[C:34]4[C:29]([CH2:30][CH2:31][C:32](=[O:36])[NH:33]4)=[CH:28][CH:27]=3)[C:3]3[NH:15][N:14]=[CH:13][C:4]=3[N:5]=2)[N:9]=[CH:10]1. The catalyst class is: 71. (4) Reactant: Br[C:2]1[CH:3]=[C:4]2[C:9](=[CH:10][CH:11]=1)[S:8][CH2:7][CH2:6][CH2:5]2.C([Li])CCC.CCCCCC.CN([CH:26]=[O:27])C.[Cl-].[NH4+]. Product: [S:8]1[C:9]2[C:4](=[CH:3][C:2]([CH:26]=[O:27])=[CH:11][CH:10]=2)[CH2:5][CH2:6][CH2:7]1. The catalyst class is: 1. (5) Reactant: Br[C:2]1[CH:11]=[CH:10][C:9]2[C:4](=[CH:5][CH:6]=[C:7]([O:12][CH3:13])[CH:8]=2)[CH:3]=1.[CH3:14][O:15][C:16]([C:18]1[CH:19]=[C:20](B(O)O)[CH:21]=[CH:22][CH:23]=1)=[O:17].C(=O)([O-])[O-].[Na+].[Na+]. Product: [CH3:13][O:12][C:7]1[CH:8]=[C:9]2[C:4](=[CH:5][CH:6]=1)[CH:3]=[C:2]([C:22]1[CH:23]=[C:18]([CH:19]=[CH:20][CH:21]=1)[C:16]([O:15][CH3:14])=[O:17])[CH:11]=[CH:10]2. The catalyst class is: 11. (6) Reactant: [N+:1]([O-:4])(O)=[O:2].[C:5]([C:9]1[C:10]([OH:33])=[C:11]([C:29]([CH3:32])=[CH:30][CH:31]=1)[C:12]([NH:14][C:15]1[CH:20]=[CH:19][C:18]([S:21]([C:24]([F:27])([F:26])[F:25])(=[O:23])=[O:22])=[CH:17][C:16]=1[Cl:28])=[O:13])([CH3:8])([CH3:7])[CH3:6]. Product: [C:5]([C:9]1[C:10]([OH:33])=[C:11]([C:29]([CH3:32])=[C:30]([N+:1]([O-:4])=[O:2])[CH:31]=1)[C:12]([NH:14][C:15]1[CH:20]=[CH:19][C:18]([S:21]([C:24]([F:27])([F:25])[F:26])(=[O:23])=[O:22])=[CH:17][C:16]=1[Cl:28])=[O:13])([CH3:8])([CH3:7])[CH3:6]. The catalyst class is: 15. (7) The catalyst class is: 79. Reactant: [F:1][C:2]([F:34])([F:33])[C:3]1[CH:4]=[C:5]([C@H:13]([O:15][C@H:16]2[O:24][CH2:23][C@@H:19]3[CH2:20][NH:21][CH2:22][C@H:18]3[C@@H:17]2[C:25]2[CH:30]=[CH:29][C:28]([F:31])=[CH:27][C:26]=2[CH3:32])[CH3:14])[CH:6]=[C:7]([C:9]([F:12])([F:11])[F:10])[CH:8]=1.C(N(C(C)C)CC)(C)C.[N:44]1([C:50](Cl)=[O:51])[CH2:49][CH2:48][O:47][CH2:46][CH2:45]1. Product: [F:34][C:2]([F:1])([F:33])[C:3]1[CH:4]=[C:5]([C@H:13]([O:15][C@H:16]2[O:24][CH2:23][C@@H:19]3[CH2:20][N:21]([C:50]([N:44]4[CH2:49][CH2:48][O:47][CH2:46][CH2:45]4)=[O:51])[CH2:22][C@H:18]3[C@@H:17]2[C:25]2[CH:30]=[CH:29][C:28]([F:31])=[CH:27][C:26]=2[CH3:32])[CH3:14])[CH:6]=[C:7]([C:9]([F:12])([F:10])[F:11])[CH:8]=1. (8) Reactant: P(Cl)(Cl)(Cl)=O.CN(C)[CH:8]=[O:9].[CH:11]1[C:23]2[N:22]([C:24]3[CH:29]=[CH:28][C:27]([C:30]4[CH:35]=[CH:34][C:33]([N:36]5[C:48]6[CH:47]=[CH:46][CH:45]=[CH:44][C:43]=6[C:42]6[C:37]5=[CH:38][CH:39]=[CH:40][CH:41]=6)=[CH:32][CH:31]=4)=[CH:26][CH:25]=3)[C:21]3[C:16](=[CH:17][CH:18]=[CH:19][CH:20]=3)[C:15]=2[CH:14]=[CH:13][CH:12]=1.[CH2:49]([OH:51])C.ClCCl. Product: [CH:49]([C:13]1[CH:12]=[CH:11][C:23]2[N:22]([C:24]3[CH:29]=[CH:28][C:27]([C:30]4[CH:31]=[CH:32][C:33]([N:36]5[C:48]6[CH:47]=[CH:46][C:45]([CH:8]=[O:9])=[CH:44][C:43]=6[C:42]6[C:37]5=[CH:38][CH:39]=[CH:40][CH:41]=6)=[CH:34][CH:35]=4)=[CH:26][CH:25]=3)[C:21]3[C:16]([C:15]=2[CH:14]=1)=[CH:17][CH:18]=[CH:19][CH:20]=3)=[O:51]. The catalyst class is: 6.